This data is from Full USPTO retrosynthesis dataset with 1.9M reactions from patents (1976-2016). The task is: Predict the reactants needed to synthesize the given product. (1) Given the product [CH:1]1([N:7]([CH:18]2[CH2:23][CH2:22][CH2:21][CH2:20][CH2:19]2)[C:8]([NH:10][C:11]2[S:12][C:13]([CH2:16][N:33]3[CH2:32][CH2:31][N:30]([S:27]([CH2:25][CH3:26])(=[O:28])=[O:29])[CH2:35][CH2:34]3)=[CH:14][N:15]=2)=[O:9])[CH2:6][CH2:5][CH2:4][CH2:3][CH2:2]1, predict the reactants needed to synthesize it. The reactants are: [CH:1]1([N:7]([CH:18]2[CH2:23][CH2:22][CH2:21][CH2:20][CH2:19]2)[C:8]([NH:10][C:11]2[S:12][C:13]([CH:16]=O)=[CH:14][N:15]=2)=[O:9])[CH2:6][CH2:5][CH2:4][CH2:3][CH2:2]1.Cl.[CH2:25]([S:27]([N:30]1[CH2:35][CH2:34][NH:33][CH2:32][CH2:31]1)(=[O:29])=[O:28])[CH3:26].C(O[BH-](OC(=O)C)OC(=O)C)(=O)C.[Na+]. (2) Given the product [CH3:38][C:39]1[CH:49]=[CH:48][C:42]([CH:43]=[CH:44][C:45]([OH:47])=[O:46])=[CH:41][CH:40]=1.[NH2:1][C:2]([CH3:37])([CH3:36])[CH2:3][O:4][C:5]1[CH:10]=[CH:9][C:8]([NH:11][C:12]2[CH:13]=[CH:14][C:15]([CH2:18][CH2:19][NH:20][CH2:21][C@@H:22]([C:24]3[CH:33]=[CH:32][C:31]([OH:34])=[C:30]4[C:25]=3[CH:26]=[CH:27][C:28](=[O:35])[NH:29]4)[OH:23])=[CH:16][CH:17]=2)=[CH:7][CH:6]=1, predict the reactants needed to synthesize it. The reactants are: [NH2:1][C:2]([CH3:37])([CH3:36])[CH2:3][O:4][C:5]1[CH:10]=[CH:9][C:8]([NH:11][C:12]2[CH:17]=[CH:16][C:15]([CH2:18][CH2:19][NH:20][CH2:21][C@@H:22]([C:24]3[CH:33]=[CH:32][C:31]([OH:34])=[C:30]4[C:25]=3[CH:26]=[CH:27][C:28](=[O:35])[NH:29]4)[OH:23])=[CH:14][CH:13]=2)=[CH:7][CH:6]=1.[CH3:38][C:39]1[CH:49]=[CH:48][C:42]([CH:43]=[CH:44][C:45]([OH:47])=[O:46])=[CH:41][CH:40]=1. (3) The reactants are: [F:1][C:2]1[CH:19]=[CH:18][C:5]2[N:6]([C:12]3[CH:17]=[CH:16][CH:15]=[CH:14][CH:13]=3)[C:7]([C@@H:9]([NH2:11])[CH3:10])=[N:8][C:4]=2[CH:3]=1.Cl[C:21]1[N:29]=[CH:28][N:27]=[C:26]2[C:22]=1[N:23]=[CH:24][N:25]2C1CCCCO1.CCN(C(C)C)C(C)C. Given the product [F:1][C:2]1[CH:19]=[CH:18][C:5]2[N:6]([C:12]3[CH:17]=[CH:16][CH:15]=[CH:14][CH:13]=3)[C:7]([C@@H:9]([NH:11][C:21]3[N:29]=[CH:28][N:27]=[C:26]4[C:22]=3[NH:23][CH:24]=[N:25]4)[CH3:10])=[N:8][C:4]=2[CH:3]=1, predict the reactants needed to synthesize it. (4) Given the product [CH3:1][C:2]1[C:7]([CH:8]([CH2:13][CH2:14][CH3:15])[C:9]([OH:11])=[O:10])=[C:6]([C:16]2[CH:25]=[CH:24][CH:23]=[C:22]3[C:17]=2[CH:18]=[CH:19][CH:20]=[N:21]3)[N:5]=[C:4]([N:26]2[CH2:31][CH2:30][CH2:29][CH2:28][CH2:27]2)[N:3]=1, predict the reactants needed to synthesize it. The reactants are: [CH3:1][C:2]1[C:7]([CH:8]([CH2:13][CH2:14][CH3:15])[C:9]([O:11]C)=[O:10])=[C:6]([C:16]2[CH:25]=[CH:24][CH:23]=[C:22]3[C:17]=2[CH:18]=[CH:19][CH:20]=[N:21]3)[N:5]=[C:4]([N:26]2[CH2:31][CH2:30][CH2:29][CH2:28][CH2:27]2)[N:3]=1.[OH-].[Na+]. (5) Given the product [CH3:8][Si:9]([CH3:11])([CH3:10])[C:12]#[C:13][C:2]1[CH:7]=[CH:6][CH:5]=[CH:4][N:3]=1, predict the reactants needed to synthesize it. The reactants are: Br[C:2]1[CH:7]=[CH:6][CH:5]=[CH:4][N:3]=1.[CH3:8][Si:9]([C:12]#[CH:13])([CH3:11])[CH3:10].C1(P(C2C=CC=CC=2)C2C=CC=CC=2)C=CC=CC=1.C(N(CC)CC)C. (6) Given the product [CH2:1]1[O:25][CH2:24][CH2:23][O:22][CH2:21][CH2:20][O:19][C:11]2[C:10](=[C:15]([NH2:27])[CH:14]=[CH:13][CH:12]=2)[O:9][CH2:8][CH2:7][O:6][CH2:5][CH2:4][O:3][CH2:2]1, predict the reactants needed to synthesize it. The reactants are: [CH2:1]1[O:25][CH2:24][CH2:23][O:22][CH2:21][CH2:20][O:19][C:11]2[CH:12]=[CH:13][C:14]([N+]([O-])=O)=[CH:15][C:10]=2[O:9][CH2:8][CH2:7][O:6][CH2:5][CH2:4][O:3][CH2:2]1.O.[NH2:27]N. (7) Given the product [C:4]1([CH2:3][CH2:2][C:1]([NH:12][C:13]2[CH:18]=[N:17][C:16]([N:19]3[CH2:20][CH2:21][N:22]([C:25](=[O:26])[C:27]4[CH:32]=[CH:31][CH:30]=[CH:29][C:28]=4[C:33]([F:36])([F:35])[F:34])[CH2:23][CH2:24]3)=[CH:15][CH:14]=2)=[O:10])[CH:9]=[CH:8][CH:7]=[CH:6][CH:5]=1, predict the reactants needed to synthesize it. The reactants are: [C:1](Cl)(=[O:10])[CH2:2][CH2:3][C:4]1[CH:9]=[CH:8][CH:7]=[CH:6][CH:5]=1.[NH2:12][C:13]1[CH:14]=[CH:15][C:16]([N:19]2[CH2:24][CH2:23][N:22]([C:25]([C:27]3[CH:32]=[CH:31][CH:30]=[CH:29][C:28]=3[C:33]([F:36])([F:35])[F:34])=[O:26])[CH2:21][CH2:20]2)=[N:17][CH:18]=1.